This data is from Full USPTO retrosynthesis dataset with 1.9M reactions from patents (1976-2016). The task is: Predict the reactants needed to synthesize the given product. Given the product [Br:12][C:13]1[C:14]([OH:26])=[C:15]([C:20](=[O:25])[CH2:21][CH:22]([CH3:24])[CH3:23])[CH:16]=[CH:17][C:18]=1[O:19][CH2:11][CH2:2][CH2:3][CH2:4][S:9][C:7]1[O:8][C:4]2[CH:3]=[C:2]([Cl:1])[CH:11]=[CH:10][C:5]=2[N:6]=1, predict the reactants needed to synthesize it. The reactants are: [Cl:1][C:2]1[CH:11]=[CH:10][C:5]2[N:6]=[C:7]([SH:9])[O:8][C:4]=2[CH:3]=1.[Br:12][C:13]1[C:14]([OH:26])=[C:15]([C:20](=[O:25])[CH2:21][CH:22]([CH3:24])[CH3:23])[CH:16]=[CH:17][C:18]=1[OH:19].